Dataset: Catalyst prediction with 721,799 reactions and 888 catalyst types from USPTO. Task: Predict which catalyst facilitates the given reaction. (1) Reactant: [CH:1]1([C:7]2[CH:31]=[CH:30][C:10]([C:11]([N:13]3[C:19]4[CH:20]=[CH:21][CH:22]=[CH:23][C:18]=4[CH2:17][N:16]4[C:24]([C:27](Cl)=[O:28])=[CH:25][CH:26]=[C:15]4[CH2:14]3)=[O:12])=[CH:9][CH:8]=2)[CH2:6][CH2:5][CH2:4][CH2:3][CH2:2]1.C(N(CC)C(C)C)(C)C.Cl.[C:42]1(C)[C:43]([C:48]([N:50]2[CH2:55][CH2:54][NH:53][CH2:52][CH2:51]2)=O)=[CH:44][CH:45]=[CH:46][CH:47]=1. Product: [CH:1]1([C:7]2[CH:31]=[CH:30][C:10]([C:11]([N:13]3[C:19]4[CH:20]=[CH:21][CH:22]=[CH:23][C:18]=4[CH2:17][N:16]4[C:24]([C:27]([N:53]5[CH2:52][CH2:51][N:50]([C:48]6[CH:47]=[CH:46][CH:45]=[CH:44][C:43]=6[CH3:42])[CH2:55][CH2:54]5)=[O:28])=[CH:25][CH:26]=[C:15]4[CH2:14]3)=[O:12])=[CH:9][CH:8]=2)[CH2:6][CH2:5][CH2:4][CH2:3][CH2:2]1. The catalyst class is: 119. (2) Reactant: C[C:2]1([C:16]([O-:18])=[O:17])[CH:7]=[CH:6][N:5]2[NH:8][CH:9]=[C:10](C(OCC)=O)[C:4]2=[CH:3]1.[OH-].[Na+]. Product: [N:8]1[N:5]2[CH:6]=[CH:7][C:2]([C:16]([OH:18])=[O:17])=[CH:3][C:4]2=[CH:10][CH:9]=1. The catalyst class is: 82. (3) Reactant: O[CH:2]=[C:3]1[C:11]2[C:6](=[CH:7][C:8]([C:12]([C:14]3[CH:19]=[CH:18][C:17]([NH:20][C:21]([C:23]4[N:24]([CH2:29][CH3:30])[N:25]=[C:26]([CH3:28])[CH:27]=4)=[O:22])=[CH:16][CH:15]=3)=[O:13])=[CH:9][CH:10]=2)[NH:5][C:4]1=[O:31].[NH2:32][C:33]1[CH:38]=[CH:37][C:36]([N:39]2[CH2:44][CH2:43][O:42][CH2:41][CH2:40]2)=[CH:35][CH:34]=1. Product: [N:39]1([C:36]2[CH:35]=[CH:34][C:33]([NH:32][CH:2]=[C:3]3[C:11]4[C:6](=[CH:7][C:8]([C:12]([C:14]5[CH:15]=[CH:16][C:17]([NH:20][C:21]([C:23]6[N:24]([CH2:29][CH3:30])[N:25]=[C:26]([CH3:28])[CH:27]=6)=[O:22])=[CH:18][CH:19]=5)=[O:13])=[CH:9][CH:10]=4)[NH:5][C:4]3=[O:31])=[CH:38][CH:37]=2)[CH2:44][CH2:43][O:42][CH2:41][CH2:40]1. The catalyst class is: 1. (4) Reactant: [NH2:1][C:2]1[S:3][C:4]([CH2:11][CH3:12])=[CH:5][C:6]=1[C:7]([O:9]C)=O.ClC(Cl)(O[C:17](=[O:23])OC(Cl)(Cl)Cl)Cl.C(N(CC)CC)C.[CH:32]1([NH2:35])[CH2:34][CH2:33]1. Product: [CH:32]1([N:35]2[C:7](=[O:9])[C:6]3[CH:5]=[C:4]([CH2:11][CH3:12])[S:3][C:2]=3[NH:1][C:17]2=[O:23])[CH2:34][CH2:33]1. The catalyst class is: 2. (5) Reactant: [CH3:1][C:2]1([CH3:30])[CH2:7][CH2:6][N:5]([C:8]2[N:13]3[CH:14]=[C:15]([C:17]([O:19][CH2:20][CH3:21])=[O:18])[N:16]=[C:12]3[CH:11]=[C:10]([CH3:22])[C:9]=2[C:23]([O:25]C(C)(C)C)=[O:24])[CH2:4][CH2:3]1. Product: [CH3:30][C:2]1([CH3:1])[CH2:7][CH2:6][N:5]([C:8]2[N:13]3[CH:14]=[C:15]([C:17]([O:19][CH2:20][CH3:21])=[O:18])[N:16]=[C:12]3[CH:11]=[C:10]([CH3:22])[C:9]=2[C:23]([OH:25])=[O:24])[CH2:4][CH2:3]1. The catalyst class is: 67.